From a dataset of Reaction yield outcomes from USPTO patents with 853,638 reactions. Predict the reaction yield, written as a fraction of the theoretical maximum amount of product (1.0 means a 100% yield; for example, 0.34 means a 34% yield). (1) The reactants are [F:1][C:2]1[CH:3]=[C:4]([CH:27]=[CH:28][CH:29]=1)[O:5][C:6]1[CH:26]=[CH:25][C:9]([O:10][C:11]2[N:19]=[CH:18][C:17]([CH:20]3[CH2:24][CH2:23][NH:22][CH2:21]3)=[CH:16][C:12]=2[C:13]([NH2:15])=[O:14])=[CH:8][CH:7]=1.[C:30](Cl)(=[O:34])/[CH:31]=[CH:32]/[CH3:33].C(N(CC)C(C)C)(C)C. The catalyst is C(Cl)Cl. The product is [C:30]([N:22]1[CH2:23][CH2:24][CH:20]([C:17]2[CH:18]=[N:19][C:11]([O:10][C:9]3[CH:25]=[CH:26][C:6]([O:5][C:4]4[CH:27]=[CH:28][CH:29]=[C:2]([F:1])[CH:3]=4)=[CH:7][CH:8]=3)=[C:12]([CH:16]=2)[C:13]([NH2:15])=[O:14])[CH2:21]1)(=[O:34])/[CH:31]=[CH:32]/[CH3:33]. The yield is 0.206. (2) The reactants are C(O)(C(F)(F)F)=O.[CH3:8][S:9]([C:12]1[CH:17]=[CH:16][C:15]([C:18]2[N:23]=[CH:22][C:21]([O:24][CH2:25][CH:26]3[CH2:31][CH2:30][N:29](C(OC(C)(C)C)=O)[CH2:28][CH2:27]3)=[CH:20][CH:19]=2)=[CH:14][CH:13]=1)(=[O:11])=[O:10]. The catalyst is C(Cl)Cl. The product is [CH3:8][S:9]([C:12]1[CH:17]=[CH:16][C:15]([C:18]2[CH:19]=[CH:20][C:21]([O:24][CH2:25][CH:26]3[CH2:31][CH2:30][NH:29][CH2:28][CH2:27]3)=[CH:22][N:23]=2)=[CH:14][CH:13]=1)(=[O:10])=[O:11]. The yield is 0.840. (3) The catalyst is CN1CCCC1=O.C(OC(=O)C)C. The yield is 0.860. The reactants are [O:1]1[C:5]2[CH:6]=[CH:7][CH:8]=[CH:9][C:4]=2[N:3]=[C:2]1[C:10]1[CH:15]=[CH:14][C:13]([OH:16])=[CH:12][CH:11]=1.[CH2:17](Br)[CH:18]=[CH2:19].C([O-])([O-])=O.[Na+].[Na+]. The product is [CH2:19]([O:16][C:13]1[CH:14]=[CH:15][C:10]([C:2]2[O:1][C:5]3[CH:6]=[CH:7][CH:8]=[CH:9][C:4]=3[N:3]=2)=[CH:11][CH:12]=1)[CH:18]=[CH2:17]. (4) The reactants are [NH2:1][C@H:2]1[CH2:7][CH2:6][N:5]([C:8]2[O:9][C:10]([CH3:20])=[C:11]([C:13]([O:15][CH2:16][CH2:17][CH2:18][CH3:19])=[O:14])[N:12]=2)[CH2:4][C@H:3]1[O:21][CH2:22][CH2:23][CH3:24].[Cl:25][C:26]1[N:27]=[C:28]([C:33](O)=[O:34])[NH:29][C:30]=1[CH2:31][CH3:32].CCN=C=NCCCN(C)C.Cl.C1C=CC2N(O)N=NC=2C=1. The catalyst is CC(N(C)C)=O.ClCCl. The product is [Cl:25][C:26]1[N:27]=[C:28]([C:33]([NH:1][C@H:2]2[CH2:7][CH2:6][N:5]([C:8]3[O:9][C:10]([CH3:20])=[C:11]([C:13]([O:15][CH2:16][CH2:17][CH2:18][CH3:19])=[O:14])[N:12]=3)[CH2:4][C@H:3]2[O:21][CH2:22][CH2:23][CH3:24])=[O:34])[NH:29][C:30]=1[CH2:31][CH3:32]. The yield is 0.440. (5) The reactants are [CH3:1][CH:2]([NH:4][C:5]1[CH:9]=[C:8]([C:10]2[CH:15]=[CH:14][N:13]=[CH:12][CH:11]=2)[S:7][C:6]=1[C:16]([NH2:18])=[O:17])[CH3:3].CO[C:21]([CH3:23])=[CH2:22]. The catalyst is C(O)(=O)C. The product is [CH3:3][C:2]1([CH3:1])[N:4]([CH:21]([CH3:23])[CH3:22])[C:5]2[CH:9]=[C:8]([C:10]3[CH:15]=[CH:14][N:13]=[CH:12][CH:11]=3)[S:7][C:6]=2[C:16](=[O:17])[NH:18]1. The yield is 0.520.